From a dataset of Reaction yield outcomes from USPTO patents with 853,638 reactions. Predict the reaction yield, written as a fraction of the theoretical maximum amount of product (1.0 means a 100% yield; for example, 0.34 means a 34% yield). The reactants are Cl([O-])=O.[Na+].O.P([O-])(O)(O)=O.[Na+].[CH2:12]([O:15][C:16]1[C:17]([CH:48]=[O:49])=[C:18]([CH:41]=[CH:42][C:43]=1[C:44]([F:47])([F:46])[F:45])[CH2:19][O:20][C:21]1[CH:26]=[CH:25][C:24]([C:27]2[CH:32]=[CH:31][C:30]([CH2:33][C:34]([O:36][CH2:37][CH:38]=[CH2:39])=[O:35])=[C:29]([F:40])[CH:28]=2)=[CH:23][CH:22]=1)[CH:13]=[CH2:14].[CH3:50][C:51](=[CH:53]C)[CH3:52].S([O-])([O-])(=[O:57])=S.[Na+].[Na+].Cl.CC(C)=C.S(=O)(=O)(O)O.C(=O)([O-])O.[Na+]. The catalyst is C(O)(C)(C)C.C(Cl)Cl.O1CCOCC1. The product is [CH2:12]([O:15][C:16]1[C:43]([C:44]([F:46])([F:47])[F:45])=[CH:42][CH:41]=[C:18]([CH2:19][O:20][C:21]2[CH:22]=[CH:23][C:24]([C:27]3[CH:32]=[CH:31][C:30]([CH2:33][C:34]([O:36][CH2:37][CH:38]=[CH2:39])=[O:35])=[C:29]([F:40])[CH:28]=3)=[CH:25][CH:26]=2)[C:17]=1[C:48]([O:57][C:51]([CH3:53])([CH3:52])[CH3:50])=[O:49])[CH:13]=[CH2:14]. The yield is 0.830.